This data is from Reaction yield outcomes from USPTO patents with 853,638 reactions. The task is: Predict the reaction yield, written as a fraction of the theoretical maximum amount of product (1.0 means a 100% yield; for example, 0.34 means a 34% yield). (1) The reactants are [CH:1]([C:4]1[N:5]([CH2:9][O:10][CH2:11][CH2:12][O:13][CH3:14])[CH:6]=[CH:7][N:8]=1)([CH3:3])[CH3:2].[Li]CCCC.[CH3:20][Sn:21](Cl)([CH3:23])[CH3:22]. The product is [CH:1]([C:4]1[N:5]([CH2:9][O:10][CH2:11][CH2:12][O:13][CH3:14])[C:6]([Sn:21]([CH3:23])([CH3:22])[CH3:20])=[CH:7][N:8]=1)([CH3:3])[CH3:2]. The yield is 0.900. The catalyst is C1COCC1.CCOC(C)=O. (2) The reactants are [H-].[Al+3].[Li+].[H-].[H-].[H-].[NH2:7][S:8]([C:11]1[CH:16]=[CH:15][C:14]([N:17]2[C:21]([C:22]3[CH:27]=[CH:26][C:25]([CH3:28])=[CH:24][CH:23]=3)=[CH:20][C:19]([C:29](OC)=[O:30])=[N:18]2)=[CH:13][CH:12]=1)(=[O:10])=[O:9].Cl.C(OCC)(=O)C. The yield is 0.830. The product is [OH:30][CH2:29][C:19]1[CH:20]=[C:21]([C:22]2[CH:23]=[CH:24][C:25]([CH3:28])=[CH:26][CH:27]=2)[N:17]([C:14]2[CH:15]=[CH:16][C:11]([S:8]([NH2:7])(=[O:9])=[O:10])=[CH:12][CH:13]=2)[N:18]=1. The catalyst is C1COCC1.O.